From a dataset of Peptide-MHC class II binding affinity with 134,281 pairs from IEDB. Regression. Given a peptide amino acid sequence and an MHC pseudo amino acid sequence, predict their binding affinity value. This is MHC class II binding data. (1) The peptide sequence is HGDGLGFLLDAAIRI. The binding affinity (normalized) is 0.754. The MHC is DRB4_0101 with pseudo-sequence DRB4_0103. (2) The peptide sequence is KIERWFVRNPFFAVT. The MHC is HLA-DQA10201-DQB10303 with pseudo-sequence HLA-DQA10201-DQB10303. The binding affinity (normalized) is 0. (3) The peptide sequence is SASVLSFMDKGIPFM. The MHC is HLA-DQA10303-DQB10402 with pseudo-sequence HLA-DQA10303-DQB10402. The binding affinity (normalized) is 0.324. (4) The peptide sequence is EKKYFAAAQFEPLAA. The MHC is HLA-DPA10301-DPB10402 with pseudo-sequence HLA-DPA10301-DPB10402. The binding affinity (normalized) is 0.962. (5) The MHC is DRB1_1501 with pseudo-sequence DRB1_1501. The binding affinity (normalized) is 0.614. The peptide sequence is QGQMVHQAISPRTLN. (6) The peptide sequence is ILSEGNSFTAPNESY. The MHC is HLA-DQA10102-DQB10602 with pseudo-sequence HLA-DQA10102-DQB10602. The binding affinity (normalized) is 0.624. (7) The peptide sequence is SVVVQDPKNVYQRGT. The MHC is DRB1_1301 with pseudo-sequence DRB1_1301. The binding affinity (normalized) is 0.646. (8) The peptide sequence is IFSKNLNIKLNMPLY. The binding affinity (normalized) is 0.416. The MHC is DRB3_0101 with pseudo-sequence DRB3_0101. (9) The peptide sequence is MKTVGDKLEAFTVVAAKPGF. The MHC is DRB1_1301 with pseudo-sequence DRB1_1301. The binding affinity (normalized) is 0.226.